Dataset: Full USPTO retrosynthesis dataset with 1.9M reactions from patents (1976-2016). Task: Predict the reactants needed to synthesize the given product. (1) The reactants are: Cl[C:2]1[CH:3]=[CH:4][C:5]2[C:14]3[C:9](=[N:10][CH:11]=[CH:12][CH:13]=3)[NH:8][C:7](=[O:15])[C:6]=2[CH:16]=1.[CH3:17][O:18][C:19]1[CH:24]=[CH:23][C:22](B(O)O)=[CH:21][CH:20]=1.C1(P(C2CCCCC2)C2C=CC=CC=2C2C(OC)=CC=CC=2OC)CCCCC1.CC(C)([O-])C.[Na+]. Given the product [CH3:17][O:18][C:19]1[CH:24]=[CH:23][C:22]([C:12]2[CH:13]=[C:14]3[C:9](=[N:10][CH:11]=2)[NH:8][C:7](=[O:15])[C:6]2[CH:16]=[CH:2][CH:3]=[CH:4][C:5]3=2)=[CH:21][CH:20]=1, predict the reactants needed to synthesize it. (2) Given the product [C:27]1([S:24]([N:23]2[C:19]3[CH:18]=[N:17][C:16]([C:38]#[N:39])=[C:15]([O:14][CH:11]4[CH2:12][CH2:13][NH:8][CH2:9][CH2:10]4)[C:20]=3[C:21]3[CH:36]=[C:35]([Br:37])[CH:34]=[N:33][C:22]2=3)(=[O:25])=[O:26])[CH:28]=[CH:29][CH:30]=[CH:31][CH:32]=1, predict the reactants needed to synthesize it. The reactants are: C(OC([N:8]1[CH2:13][CH2:12][CH:11]([O:14][C:15]2[C:20]3[C:21]4[CH:36]=[C:35]([Br:37])[CH:34]=[N:33][C:22]=4[N:23]([S:24]([C:27]4[CH:32]=[CH:31][CH:30]=[CH:29][CH:28]=4)(=[O:26])=[O:25])[C:19]=3[CH:18]=[N:17][C:16]=2[C:38]#[N:39])[CH2:10][CH2:9]1)=O)(C)(C)C.C(O)(C(F)(F)F)=O. (3) Given the product [F:18][C:19]([F:24])([F:23])[C:20]([OH:22])=[O:21].[Br:1][C:2]1[S:3][C:4]2[CH2:5][NH:6][CH2:7][CH2:8][C:9]=2[N:10]=1, predict the reactants needed to synthesize it. The reactants are: [Br:1][CH:2]1[N:10]=[C:9]2[C:4](=[CH:5][N:6](C(OC(C)(C)C)=O)[CH2:7][CH2:8]2)[S:3]1.[F:18][C:19]([F:24])([F:23])[C:20]([OH:22])=[O:21]. (4) Given the product [Br:1][C:2]1[CH:9]=[CH:8][CH:7]=[C:4]2[C:3]=1[O:10][C:17](=[O:18])[C:16]([C:14]([OH:15])=[O:13])=[CH:5]2, predict the reactants needed to synthesize it. The reactants are: [Br:1][C:2]1[C:3]([OH:10])=[C:4]([CH:7]=[CH:8][CH:9]=1)[CH:5]=O.CC1(C)O[C:17](=[O:18])[CH2:16][C:14](=[O:15])[O:13]1. (5) Given the product [NH2:7][C:8]1[S:9][CH:10]=[C:11]([C:13](=[O:16])[CH2:14][CH3:15])[N:12]=1, predict the reactants needed to synthesize it. The reactants are: C(OC(=O)[NH:7][C:8]1[S:9][CH:10]=[C:11]([C:13](=[O:16])[CH2:14][CH3:15])[N:12]=1)(C)(C)C.FC(F)(F)C(O)=O. (6) Given the product [Br:19][C:16]1[CH:17]=[CH:18]/[C:13](=[N:12]/[S:1]([C:4]2[CH:10]=[CH:9][C:7]([CH3:8])=[CH:6][CH:5]=2)(=[O:3])=[O:2])/[NH:14][CH:15]=1, predict the reactants needed to synthesize it. The reactants are: [S:1](Cl)([C:4]1[CH:10]=[CH:9][C:7]([CH3:8])=[CH:6][CH:5]=1)(=[O:3])=[O:2].[NH2:12][C:13]1[CH:18]=[CH:17][C:16]([Br:19])=[CH:15][N:14]=1.